From a dataset of Catalyst prediction with 721,799 reactions and 888 catalyst types from USPTO. Predict which catalyst facilitates the given reaction. (1) Reactant: [CH3:1][N:2]1[C:6]([C:7]([C:23]2[N:27]([CH3:28])[C:26]([CH3:29])=[N:25][CH:24]=2)([OH:22])[C:8]2[CH:9]=[C:10]3[C:15](=[CH:16][CH:17]=2)[N:14]=[C:13]([O:18][CH3:19])[C:12]([OH:20])=[C:11]3[Cl:21])=[CH:5][N:4]=[C:3]1[CH3:30].F[C:32]1(F)CC1CO.C1C=CC(P(C2C=CC=CC=2)C2C=CC=CC=2)=CC=1.CC(OC(/N=N/C(OC(C)C)=O)=O)C.COC. Product: [Cl:21][C:11]1[C:10]2[C:15](=[CH:16][CH:17]=[C:8]([C:7]([C:6]3[N:2]([CH3:1])[C:3]([CH3:30])=[N:4][CH:5]=3)([C:23]3[N:27]([CH3:28])[C:26]([CH3:29])=[N:25][CH:24]=3)[OH:22])[CH:9]=2)[N:14]=[C:13]([O:18][CH3:19])[C:12]=1[O:20][CH3:32]. The catalyst class is: 1. (2) Reactant: C([O-:3])C.[CH2:4]([C:6]1[CH:32]=[CH:31][C:9]([CH2:10][C:11]2[C:19]3[C:14](=[CH:15][CH:16]=[CH:17][CH:18]=3)[N:13]([C@@H:20]3[C@H:25]([OH:26])[C@@H:24]([OH:27])[C@H:23]([OH:28])[C@@H:22]([CH2:29][OH:30])[O:21]3)[CH:12]=2)=[CH:8][CH:7]=1)[CH3:5].N#N. Product: [OH2:3].[CH2:4]([C:6]1[CH:7]=[CH:8][C:9]([CH2:10][C:11]2[C:19]3[C:14](=[CH:15][CH:16]=[CH:17][CH:18]=3)[N:13]([C@@H:20]3[C@H:25]([OH:26])[C@@H:24]([OH:27])[C@H:23]([OH:28])[C@@H:22]([CH2:29][OH:30])[O:21]3)[CH:12]=2)=[CH:31][CH:32]=1)[CH3:5].[CH2:4]([C:6]1[CH:7]=[CH:8][C:9]([CH2:10][C:11]2[C:19]3[C:14](=[CH:15][CH:16]=[CH:17][CH:18]=3)[N:13]([C@@H:20]3[C@H:25]([OH:26])[C@@H:24]([OH:27])[C@H:23]([OH:28])[C@@H:22]([CH2:29][OH:30])[O:21]3)[CH:12]=2)=[CH:31][CH:32]=1)[CH3:5]. The catalyst class is: 6. (3) Reactant: [CH:1]1([CH:7]([NH:20][C:21]2[CH:30]=[CH:29][C:24]([C:25]([O:27]C)=[O:26])=[CH:23][CH:22]=2)[C:8]2[S:9][C:10]([C:14]3[CH:19]=[CH:18][CH:17]=[CH:16][CH:15]=3)=[CH:11][C:12]=2[CH3:13])[CH2:6][CH2:5][CH2:4][CH2:3][CH2:2]1.[OH-].[Li+].O.Cl. Product: [CH:1]1([CH:7]([NH:20][C:21]2[CH:30]=[CH:29][C:24]([C:25]([OH:27])=[O:26])=[CH:23][CH:22]=2)[C:8]2[S:9][C:10]([C:14]3[CH:19]=[CH:18][CH:17]=[CH:16][CH:15]=3)=[CH:11][C:12]=2[CH3:13])[CH2:6][CH2:5][CH2:4][CH2:3][CH2:2]1. The catalyst class is: 111. (4) Reactant: [CH2:1]([O:8][C:9]1[CH:20]=[C:19]2[C:12]([NH:13][CH:14]=[C:15]2[CH2:16][CH2:17][NH2:18])=[CH:11][CH:10]=1)[C:2]1[CH:7]=[CH:6][CH:5]=[CH:4][CH:3]=1.[O:21]([C:28]1[CH:29]=[C:30]([CH:33]=[CH:34][CH:35]=1)[CH:31]=O)[C:22]1[CH:27]=[CH:26][CH:25]=[CH:24][CH:23]=1.[BH4-].[Na+].C(O)(=O)C(O)=O. Product: [CH2:1]([O:8][C:9]1[CH:20]=[C:19]2[C:12](=[CH:11][CH:10]=1)[NH:13][CH:14]=[C:15]2[CH2:16][CH2:17][NH:18][CH2:31][C:30]1[CH:33]=[CH:34][CH:35]=[C:28]([O:21][C:22]2[CH:27]=[CH:26][CH:25]=[CH:24][CH:23]=2)[CH:29]=1)[C:2]1[CH:3]=[CH:4][CH:5]=[CH:6][CH:7]=1. The catalyst class is: 24. (5) Reactant: [Cl:1][C:2]1[CH:7]=[CH:6][C:5]([N:8]2[C:16]([NH:17][C:18]3[CH:23]=[CH:22][CH:21]=[C:20]([O:24][CH2:25][CH3:26])[CH:19]=3)=[C:15]3[C:10]([CH:11]=[CH:12][CH:13]=[CH:14]3)=[N:9]2)=[CH:4][CH:3]=1.[CH:27]1([N:33]=[C:34]=[O:35])[CH2:32][CH2:31][CH2:30][CH2:29][CH2:28]1.CCN(CC)CC. Product: [Cl:1][C:2]1[CH:3]=[CH:4][C:5]([N:8]2[C:16]([N:17]([C:18]3[CH:23]=[CH:22][CH:21]=[C:20]([O:24][CH2:25][CH3:26])[CH:19]=3)[C:34]([NH:33][CH:27]3[CH2:32][CH2:31][CH2:30][CH2:29][CH2:28]3)=[O:35])=[C:15]3[C:10]([CH:11]=[CH:12][CH:13]=[CH:14]3)=[N:9]2)=[CH:6][CH:7]=1. The catalyst class is: 26.